Dataset: Ames mutagenicity test results for genotoxicity prediction. Task: Regression/Classification. Given a drug SMILES string, predict its toxicity properties. Task type varies by dataset: regression for continuous values (e.g., LD50, hERG inhibition percentage) or binary classification for toxic/non-toxic outcomes (e.g., AMES mutagenicity, cardiotoxicity, hepatotoxicity). Dataset: ames. The molecule is OCCCc1ccccc1. The result is 0 (non-mutagenic).